This data is from Reaction yield outcomes from USPTO patents with 853,638 reactions. The task is: Predict the reaction yield, written as a fraction of the theoretical maximum amount of product (1.0 means a 100% yield; for example, 0.34 means a 34% yield). (1) The reactants are [Cl:1][C:2]1[C:3]([F:10])=[C:4]([CH:7]=[CH:8][N:9]=1)[CH:5]=O.C([O-])([O-])=O.[Cs+].[Cs+].[CH3:17][C:18]([S@:21]([NH2:23])=[O:22])([CH3:20])[CH3:19]. The catalyst is C(Cl)Cl.CCOC(C)=O. The product is [Cl:1][C:2]1[C:3]([F:10])=[C:4](/[CH:5]=[N:23]/[S@@:21]([C:18]([CH3:20])([CH3:19])[CH3:17])=[O:22])[CH:7]=[CH:8][N:9]=1. The yield is 0.910. (2) The reactants are [NH2:1][C:2]1[CH:3]=[C:4]([OH:8])[CH:5]=[CH:6][CH:7]=1.Br[C:10]1[CH:15]=[CH:14][C:13]([C:16]([F:19])([F:18])[F:17])=[CH:12][CH:11]=1.C(=O)([O-])[O-].[Cs+].[Cs+]. The catalyst is CC(N(C)C)=O.O. The product is [F:17][C:16]([F:19])([F:18])[C:13]1[CH:14]=[CH:15][C:10]([O:8][C:4]2[CH:3]=[C:2]([CH:7]=[CH:6][CH:5]=2)[NH2:1])=[CH:11][CH:12]=1. The yield is 0.590. (3) The reactants are [Br:1][C:2]1[CH:3]=[C:4]2[C:8](=[CH:9][CH:10]=1)[N:7](C(=O)C)[CH2:6][CH2:5]2.C([O-])([O-])=O.[Na+].[Na+]. The catalyst is Cl. The product is [Br:1][C:2]1[CH:3]=[C:4]2[C:8](=[CH:9][CH:10]=1)[NH:7][CH2:6][CH2:5]2. The yield is 0.550. (4) The reactants are [C:1]([C:5]1[N:6]=[C:7]([N:23]2[CH2:27][CH2:26][C:25]([F:29])([F:28])[CH2:24]2)[C:8]2[N:13]=[N:12][N:11]([CH2:14][C:15]([C:17]3[CH:22]=[CH:21][CH:20]=[CH:19][CH:18]=3)=[O:16])[C:9]=2[N:10]=1)([CH3:4])([CH3:3])[CH3:2].[BH4-].[Na+]. The catalyst is CO. The product is [C:1]([C:5]1[N:6]=[C:7]([N:23]2[CH2:27][CH2:26][C:25]([F:28])([F:29])[CH2:24]2)[C:8]2[N:13]=[N:12][N:11]([CH2:14][CH:15]([C:17]3[CH:22]=[CH:21][CH:20]=[CH:19][CH:18]=3)[OH:16])[C:9]=2[N:10]=1)([CH3:4])([CH3:2])[CH3:3]. The yield is 0.380. (5) The reactants are [NH2:1][C:2]1[CH:10]=[C:6]([C:7]([OH:9])=[O:8])[C:5]([OH:11])=[CH:4][CH:3]=1.[N+:12]([C:15]1[CH:20]=[CH:19][C:18]([CH2:21][CH2:22][CH2:23]Br)=[CH:17][CH:16]=1)([O-:14])=[O:13]. No catalyst specified. The product is [N+:12]([C:15]1[CH:20]=[CH:19][C:18]([CH2:21][CH2:22][CH2:23][NH:1][C:2]2[CH:10]=[C:6]([C:7]([OH:9])=[O:8])[C:5]([OH:11])=[CH:4][CH:3]=2)=[CH:17][CH:16]=1)([O-:14])=[O:13]. The yield is 0.500. (6) The reactants are [Cl:1][C:2]1[CH:7]=[CH:6][C:5]([CH:8]([C:21]([N:23]2[CH2:28][CH2:27][N:26]([C:29]3[C:30]4[CH2:37][CH2:36][CH:35]([OH:38])[C:31]=4[N:32]=[CH:33][N:34]=3)[CH2:25][CH2:24]2)=[O:22])[CH2:9][N:10]([CH:18]([CH3:20])[CH3:19])C(=O)OC(C)(C)C)=[CH:4][CH:3]=1.[ClH:39]. The catalyst is C(Cl)Cl.O1CCOCC1. The product is [ClH:1].[ClH:39].[Cl:1][C:2]1[CH:7]=[CH:6][C:5]([CH:8]([CH2:9][NH:10][CH:18]([CH3:20])[CH3:19])[C:21]([N:23]2[CH2:24][CH2:25][N:26]([C:29]3[C:30]4[CH2:37][CH2:36][CH:35]([OH:38])[C:31]=4[N:32]=[CH:33][N:34]=3)[CH2:27][CH2:28]2)=[O:22])=[CH:4][CH:3]=1. The yield is 0.990. (7) The reactants are [NH2:1][C:2]1[CH:7]=[CH:6][CH:5]=[C:4]([Br:8])[N:3]=1.[C:9]([O:13]CC)(=[O:12])[CH:10]=[CH2:11].C(O)(=O)C.[OH-].[Na+]. No catalyst specified. The product is [Br:8][C:4]1[N:3]=[C:2]([NH:1][CH2:11][CH2:10][C:9]([OH:13])=[O:12])[CH:7]=[CH:6][CH:5]=1. The yield is 0.680.